From a dataset of Full USPTO retrosynthesis dataset with 1.9M reactions from patents (1976-2016). Predict the reactants needed to synthesize the given product. (1) Given the product [CH2:24]([O:25][C:21](=[O:20])[C:22]([O:40][Si:48]([C:61]([CH3:64])([CH3:63])[CH3:62])([CH3:55])[CH3:49])=[CH2:23])[CH3:26], predict the reactants needed to synthesize it. The reactants are: C1[C@H](N)[C@@H](O[C@H]2O[C@H](CN)[C@@H](O)[C@H](O)[C@H]2N)[C@H]([O:20][C@@H:21]2[O:25][C@H:24]([CH2:26]O)[C@@H:23](O[C@H]3O[C@@H](CN)[C@@H](O)[C@H](O)[C@H]3N)[C@H:22]2[OH:40])[C@@H](O)[C@@H]1N.OS(O)(=O)=O.[Si:48](Cl)([C:61]([CH3:64])([CH3:63])[CH3:62])([C:55]1C=CC=CC=1)[C:49]1C=CC=CC=1. (2) Given the product [CH2:23]([N:30]([CH2:45][C:46](=[O:48])[CH3:47])[C:31]([CH:33]1[C:36]2[CH:37]=[CH:38][CH:39]=[C:40]([C:41]([F:42])([F:43])[F:44])[C:35]=2[CH2:34]1)=[O:32])[C:24]1[CH:25]=[CH:26][CH:27]=[CH:28][CH:29]=1, predict the reactants needed to synthesize it. The reactants are: CC(OI1(OC(C)=O)(OC(C)=O)OC(=O)C2C=CC=CC1=2)=O.[CH2:23]([N:30]([CH2:45][CH:46]([OH:48])[CH3:47])[C:31]([CH:33]1[C:36]2[CH:37]=[CH:38][CH:39]=[C:40]([C:41]([F:44])([F:43])[F:42])[C:35]=2[CH2:34]1)=[O:32])[C:24]1[CH:29]=[CH:28][CH:27]=[CH:26][CH:25]=1.C([O-])(O)=O.[Na+].C(OCC)(=O)C.